From a dataset of Forward reaction prediction with 1.9M reactions from USPTO patents (1976-2016). Predict the product of the given reaction. (1) Given the reactants [C:1]([O:4][CH2:5][CH3:6])(=[O:3])[CH3:2].C[Si](C)(C)[N-][Si](C)(C)C.[Li+].[CH2:17]([O:24][C:25]([NH:27][CH:28]1[CH2:37][C:36]2[C:31](=[CH:32][CH:33]=[CH:34][CH:35]=2)[C:30](=[O:38])[CH2:29]1)=[O:26])[C:18]1[CH:23]=[CH:22][CH:21]=[CH:20][CH:19]=1, predict the reaction product. The product is: [CH2:17]([O:24][C:25]([NH:27][CH:28]1[CH2:37][C:36]2[C:31](=[CH:32][CH:33]=[CH:34][CH:35]=2)[C:30]([CH2:2][C:1]([O:4][CH2:5][CH3:6])=[O:3])([OH:38])[CH2:29]1)=[O:26])[C:18]1[CH:23]=[CH:22][CH:21]=[CH:20][CH:19]=1. (2) Given the reactants Cl[C:2]1[CH:11]=[CH:10][C:9]2[C:4](=[CH:5][CH:6]=[CH:7][CH:8]=2)[N:3]=1.[CH3:12][N:13]1[CH2:18][CH2:17][NH:16][CH2:15][CH2:14]1, predict the reaction product. The product is: [CH3:12][N:13]1[CH2:18][CH2:17][N:16]([C:2]2[CH:11]=[CH:10][C:9]3[C:4](=[CH:5][CH:6]=[CH:7][CH:8]=3)[N:3]=2)[CH2:15][CH2:14]1. (3) Given the reactants Cl.[F:2][C:3]([F:20])([F:19])[C:4]([N:6]1[CH2:12][CH2:11][C:10]2[CH:13]=[CH:14][C:15]([CH2:17][NH2:18])=[CH:16][C:9]=2[CH2:8][CH2:7]1)=[O:5].[CH3:21][C:22]([O:25][C:26](O[C:26]([O:25][C:22]([CH3:24])([CH3:23])[CH3:21])=[O:27])=[O:27])([CH3:24])[CH3:23].[OH-].[Na+].CCCCCC, predict the reaction product. The product is: [F:20][C:3]([F:2])([F:19])[C:4]([N:6]1[CH2:12][CH2:11][C:10]2[CH:13]=[CH:14][C:15]([CH2:17][NH:18][C:26](=[O:27])[O:25][C:22]([CH3:24])([CH3:23])[CH3:21])=[CH:16][C:9]=2[CH2:8][CH2:7]1)=[O:5]. (4) The product is: [O:14]1[CH2:19][CH2:18][CH:17]([N:4]2[CH2:3][CH2:2][CH2:22][C@H:6]([NH:1][C:7](=[O:8])[O:9][C:10]([CH3:11])([CH3:12])[CH3:13])[CH2:5]2)[CH2:16][CH2:15]1. Given the reactants [N:1]1([C:7]([O:9][C:10]([CH3:13])([CH3:12])[CH3:11])=[O:8])[CH2:6][CH2:5][NH:4][CH2:3][CH2:2]1.[O:14]1[CH2:19][CH2:18][C:17](=O)[CH2:16][CH2:15]1.Cl[C:22]1C=CC(C2C(C=O)=CC=CC=2)=CC=1, predict the reaction product. (5) Given the reactants Cl[SiH:2]([CH2:5][CH3:6])[CH2:3][CH3:4].[CH2:7]([NH:10][CH2:11][CH2:12][CH3:13])[CH2:8][CH3:9], predict the reaction product. The product is: [CH2:7]([N:10]([SiH:2]([CH2:5][CH3:6])[CH2:3][CH3:4])[CH2:11][CH2:12][CH3:13])[CH2:8][CH3:9].